From a dataset of Merck oncology drug combination screen with 23,052 pairs across 39 cell lines. Regression. Given two drug SMILES strings and cell line genomic features, predict the synergy score measuring deviation from expected non-interaction effect. (1) Drug 1: CN(Cc1cnc2nc(N)nc(N)c2n1)c1ccc(C(=O)NC(CCC(=O)O)C(=O)O)cc1. Drug 2: COC1=C2CC(C)CC(OC)C(O)C(C)C=C(C)C(OC(N)=O)C(OC)C=CC=C(C)C(=O)NC(=CC1=O)C2=O. Cell line: ZR751. Synergy scores: synergy=-26.0. (2) Drug 2: O=C(O)C1(Cc2cccc(Nc3nccs3)n2)CCC(Oc2cccc(Cl)c2F)CC1. Cell line: OCUBM. Synergy scores: synergy=-0.781. Drug 1: COc1cc(C2c3cc4c(cc3C(OC3OC5COC(C)OC5C(O)C3O)C3COC(=O)C23)OCO4)cc(OC)c1O.